Task: Predict the reaction yield, written as a fraction of the theoretical maximum amount of product (1.0 means a 100% yield; for example, 0.34 means a 34% yield).. Dataset: Reaction yield outcomes from USPTO patents with 853,638 reactions (1) The reactants are [CH3:1][C:2]1[N:7]=[C:6]([OH:8])[CH:5]=[CH:4][CH:3]=1.C1(P(C2C=CC=CC=2)C2C=CC=CC=2)C=CC=CC=1.N(C(OC(C)(C)C)=O)=NC(OC(C)(C)C)=O.[F:44][C:45]1[CH:62]=[CH:61][C:48]([CH2:49][C:50]2[C:59]3[C:54](=[CH:55][CH:56]=[CH:57][CH:58]=3)[C:53](=[O:60])[NH:52][N:51]=2)=[CH:47][C:46]=1[C:63]([N:65]1[CH2:70][CH2:69][CH:68](O)[CH2:67][CH2:66]1)=[O:64]. The product is [F:44][C:45]1[CH:62]=[CH:61][C:48]([CH2:49][C:50]2[C:59]3[C:54](=[CH:55][CH:56]=[CH:57][CH:58]=3)[C:53](=[O:60])[NH:52][N:51]=2)=[CH:47][C:46]=1[C:63]([N:65]1[CH2:66][CH2:67][CH:68]([O:8][C:6]2[CH:5]=[CH:4][CH:3]=[C:2]([CH3:1])[N:7]=2)[CH2:69][CH2:70]1)=[O:64]. The catalyst is C(Cl)Cl. The yield is 0.0730. (2) The reactants are [NH2:1][C:2]1[CH:3]=[N:4][CH:5]=[CH:6][C:7]=1[C:8]1[CH2:13][C:12]([CH3:15])([CH3:14])[CH2:11][CH:10]([N:16]2[C:24](=[O:25])[C:23]3[C:18](=[CH:19][CH:20]=[CH:21][CH:22]=3)[C:17]2=[O:26])[CH:9]=1.[H][H]. The catalyst is C(O)(=O)C.[Pd]. The product is [NH2:1][C:2]1[CH:3]=[N:4][CH:5]=[CH:6][C:7]=1[CH:8]1[CH2:9][CH:10]([N:16]2[C:17](=[O:26])[C:18]3[C:23](=[CH:22][CH:21]=[CH:20][CH:19]=3)[C:24]2=[O:25])[CH2:11][C:12]([CH3:15])([CH3:14])[CH2:13]1. The yield is 0.530.